From a dataset of Reaction yield outcomes from USPTO patents with 853,638 reactions. Predict the reaction yield, written as a fraction of the theoretical maximum amount of product (1.0 means a 100% yield; for example, 0.34 means a 34% yield). The reactants are [C:1]1([OH:7])[CH:6]=[CH:5][CH:4]=[CH:3][CH:2]=1.Br[C:9]1[CH:13]=[CH:12][S:11][CH:10]=1.[H-].[Na+]. The catalyst is N1C=CC=CC=1. The yield is 0.740. The product is [O:7]([C:9]1[CH:13]=[CH:12][S:11][CH:10]=1)[C:1]1[CH:6]=[CH:5][CH:4]=[CH:3][CH:2]=1.